From a dataset of Full USPTO retrosynthesis dataset with 1.9M reactions from patents (1976-2016). Predict the reactants needed to synthesize the given product. (1) Given the product [CH2:32]([CH:31]([NH:39][C:51]([C:47]1[CH:46]=[C:45]2[C:50](=[CH:49][CH:48]=1)[N:41]=[CH:42][CH:43]=[CH:44]2)=[O:53])[CH:30]([OH:40])[CH2:29][N:25]1[CH2:26][CH2:27][CH2:28][CH:23]([C:21](=[O:22])[N:20]([C:60]2[CH:59]=[CH:64][CH:65]=[CH:66][CH:73]=2)[CH:10]([CH2:11][CH2:12][CH2:13][C:14]2[CH:15]=[CH:16][CH:17]=[CH:18][CH:19]=2)[CH2:9][CH2:8][CH3:7])[CH2:24]1)[C:33]1[CH:34]=[CH:35][CH:36]=[CH:37][CH:38]=1, predict the reactants needed to synthesize it. The reactants are: C1([CH2:7][CH2:8][CH2:9][CH:10]([NH:20][C:21]([CH:23]2[CH2:28][CH2:27][CH2:26][N:25]([CH2:29][CH:30]([OH:40])[CH:31]([NH2:39])[CH2:32][C:33]3[CH:38]=[CH:37][CH:36]=[CH:35][CH:34]=3)[CH2:24]2)=[O:22])[CH2:11][CH2:12][CH2:13][C:14]2[CH:19]=[CH:18][CH:17]=[CH:16][CH:15]=2)C=CC=CC=1.[N:41]1[C:50]2[C:45](=[CH:46][C:47]([C:51]([OH:53])=O)=[CH:48][CH:49]=2)[CH:44]=[CH:43][CH:42]=1.C(N([CH2:59][CH3:60])CC)C.Cl.CN(C)[CH2:64][CH2:65][CH2:66]N=C=NCC.[CH2:73](Cl)Cl. (2) The reactants are: [OH:1][C:2]1[CH:11]=[CH:10][C:5]([C:6]([NH:8][NH2:9])=[O:7])=[CH:4][CH:3]=1.[CH:12](=O)[C:13]1[CH:18]=[CH:17][CH:16]=[CH:15][CH:14]=1. Given the product [CH:12](=[N:9][NH:8][C:6](=[O:7])[C:5]1[CH:10]=[CH:11][C:2]([OH:1])=[CH:3][CH:4]=1)[C:13]1[CH:18]=[CH:17][CH:16]=[CH:15][CH:14]=1, predict the reactants needed to synthesize it. (3) The reactants are: [CH3:1][C:2]1[CH:3]=[CH:4][C:5]([NH:21][C:22]([C:24]2[CH:25]=[CH:26][C:27]([CH2:30][N:31]3[CH2:36][CH2:35][N:34]([CH3:37])[CH2:33][CH2:32]3)=[CH:28][CH:29]=2)=[O:23])=[CH:6][C:7]=1[NH:8][C:9]1[N:10]=[CH:11][CH:12]=[C:13]([C:15]2[CH:16]=[CH:17][CH:18]=[N:19][CH:20]=2)[N:14]=1.[CH2:38]([OH:41])[CH2:39]C. Given the product [CH3:1][C:2]1[CH:3]=[CH:4][C:5]([NH:21][C:22]([C:24]2[CH:29]=[CH:28][C:27]([CH2:30][N:31]3[CH2:32][CH2:33][N:34]([CH3:37])[CH2:35][CH2:36]3)=[CH:26][CH:25]=2)=[O:23])=[CH:6][C:7]=1[NH:8][C:9]1[N:10]=[CH:11][CH:12]=[C:13]([C:15]2[CH:16]=[CH:17][CH:18]=[N:19][CH:20]=2)[N:14]=1.[C:38]([O-:41])(=[O:23])[CH3:39], predict the reactants needed to synthesize it. (4) Given the product [CH2:32]([O:33][CH2:34][O:20][C:18]1[CH:17]=[CH:16][C:14]2[N:15]=[C:11]([C:10]#[C:9][C:6]3[CH:7]=[CH:8][C:3]([NH:2][CH3:1])=[C:4]([N+:21]([O-:23])=[O:22])[CH:5]=3)[S:12][C:13]=2[CH:19]=1)[CH3:31], predict the reactants needed to synthesize it. The reactants are: [CH3:1][NH:2][C:3]1[CH:8]=[CH:7][C:6]([C:9]#[C:10][C:11]2[S:12][C:13]3[CH:19]=[C:18]([OH:20])[CH:17]=[CH:16][C:14]=3[N:15]=2)=[CH:5][C:4]=1[N+:21]([O-:23])=[O:22].[H-].[Na+].C(Cl)OC.C1[CH2:34][O:33][CH2:32][CH2:31]1.